From a dataset of Full USPTO retrosynthesis dataset with 1.9M reactions from patents (1976-2016). Predict the reactants needed to synthesize the given product. (1) Given the product [NH2:30][C:25]1[N:26]=[C:27]([CH3:29])[N:28]=[C:23]([C:18]2[C:19]([NH:1][C:2]3[CH:3]=[C:4]([NH:10][S:11]([CH3:14])(=[O:13])=[O:12])[C:5]([O:8][CH3:9])=[N:6][CH:7]=3)=[N:20][CH:21]=[C:16]([Cl:15])[CH:17]=2)[N:24]=1, predict the reactants needed to synthesize it. The reactants are: [NH2:1][C:2]1[CH:3]=[C:4]([NH:10][S:11]([CH3:14])(=[O:13])=[O:12])[C:5]([O:8][CH3:9])=[N:6][CH:7]=1.[Cl:15][C:16]1[CH:17]=[C:18]([C:23]2[N:28]=[C:27]([CH3:29])[N:26]=[C:25]([NH2:30])[N:24]=2)[C:19](F)=[N:20][CH:21]=1.C[Si]([N-][Si](C)(C)C)(C)C.[Na+].[NH4+].[Cl-]. (2) Given the product [CH3:1][S:2]([C:5]1[N:10]=[C:9]([CH2:11][CH2:12][C:13]2[CH:18]=[CH:17][CH:16]=[CH:15][C:14]=2[CH2:19][C:20]([O:22][CH3:23])=[O:21])[C:8]([C:24]([F:27])([F:26])[F:25])=[CH:7][N:6]=1)(=[O:3])=[O:4], predict the reactants needed to synthesize it. The reactants are: [CH3:1][S:2]([C:5]1[N:10]=[C:9]([C:11]#[C:12][C:13]2[CH:18]=[CH:17][CH:16]=[CH:15][C:14]=2[CH2:19][C:20]([O:22][CH3:23])=[O:21])[C:8]([C:24]([F:27])([F:26])[F:25])=[CH:7][N:6]=1)(=[O:4])=[O:3]. (3) Given the product [C:7]([C:9]1[CH:10]=[C:1]([CH:15]=[C:16]([O:18][C:19]([F:20])([F:22])[F:21])[CH:17]=1)[C:2]([Cl:4])=[O:3])#[N:8], predict the reactants needed to synthesize it. The reactants are: [C:1](Cl)(=O)[C:2]([Cl:4])=[O:3].[C:7]([C:9]1[CH:10]=C([CH:15]=[C:16]([O:18][C:19]([F:22])([F:21])[F:20])[CH:17]=1)C(O)=O)#[N:8]. (4) Given the product [O:47]=[C:41]1[CH:40]([N:34]2[CH2:33][C:32]3[C:36](=[CH:37][CH:38]=[C:30]([CH2:29][NH:28][C:10](=[O:12])[CH2:9][C:6]4[CH:5]=[CH:4][C:3]([C:2]([F:1])([F:14])[F:13])=[CH:8][CH:7]=4)[CH:31]=3)[C:35]2=[O:39])[CH2:45][CH2:44][C:43](=[O:46])[NH:42]1, predict the reactants needed to synthesize it. The reactants are: [F:1][C:2]([F:14])([F:13])[C:3]1[CH:8]=[CH:7][C:6]([CH2:9][C:10]([OH:12])=O)=[CH:5][CH:4]=1.C1N=CN(C(N2C=NC=C2)=O)C=1.Cl.[NH2:28][CH2:29][C:30]1[CH:31]=[C:32]2[C:36](=[CH:37][CH:38]=1)[C:35](=[O:39])[N:34]([CH:40]1[CH2:45][CH2:44][C:43](=[O:46])[NH:42][C:41]1=[O:47])[CH2:33]2.O. (5) Given the product [Br:34][C:33]([Br:35])=[CH:11][C:8]1[CH:9]=[CH:10][C:5]2[O:4][CH2:3][C:2]([CH3:13])([CH3:1])[C:6]=2[CH:7]=1, predict the reactants needed to synthesize it. The reactants are: [CH3:1][C:2]1([CH3:13])[C:6]2[CH:7]=[C:8]([CH:11]=O)[CH:9]=[CH:10][C:5]=2[O:4][CH2:3]1.C1(P(C2C=CC=CC=2)C2C=CC=CC=2)C=CC=CC=1.[C:33](Br)(Br)([Br:35])[Br:34]. (6) Given the product [N:12]([N:4]1[C:5]2[C:10](=[CH:9][CH:8]=[CH:7][CH:6]=2)[NH:1][C:2](=[O:11])[CH2:3]1)=[O:13], predict the reactants needed to synthesize it. The reactants are: [NH:1]1[C:10]2[C:5](=[CH:6][CH:7]=[CH:8][CH:9]=2)[NH:4][CH2:3][C:2]1=[O:11].[N:12]([O-])=[O:13].[Na+].